The task is: Binary Classification. Given a miRNA mature sequence and a target amino acid sequence, predict their likelihood of interaction.. This data is from Experimentally validated miRNA-target interactions with 360,000+ pairs, plus equal number of negative samples. (1) The miRNA is hsa-miR-6889-5p with sequence UCGGGGAGUCUGGGGUCCGGAAU. The protein sequence of the target gene is MLSPEAERVLRYLVEVEELAEAVLSDKRQIVDLDTKRNQNREGLRALQKDLSVSEDVMVCFGNMFIKMPHPKTKEMIQKDQEHLDKEIERLRSQLKVKVNRLFEAQGKPELKGFNLNPLSPDEVKALKVILKG. Result: 0 (no interaction). (2) The miRNA is hsa-miR-95-3p with sequence UUCAACGGGUAUUUAUUGAGCA. The protein sequence of the target gene is MADANKAEVPGATGGDSPHLQPAEPPGEPRREPHPAEAEKQQPQHSSSSNGVKMENDESAKEEKSDLKEKSTGSKKANRFHPYSKDKNSGAGEKKGPNRNRVFISNIPYDMKWQAIKDLMREKVGEVTYVELFKDAEGKSRGCGVVEFKDEEFVKKALETMNKYDLSGRPLNIKEDPDGENARRALQRTGGSFPGGHVPDMGSGLMNLPPSILNNPNIPPEVISNLQAGRLGSTIFVANLDFKVGWKKLKEVFSIAGTVKRADIKEDKDGKSRGMGTVTFEQAIEAVQAISMFNGQFLFD.... Result: 0 (no interaction). (3) The miRNA is hsa-miR-1262 with sequence AUGGGUGAAUUUGUAGAAGGAU. The protein sequence of the target gene is MTNTKGKRRGTRYMFSRPFRKHGVVPLATYMRIYKKGDIVDIKGMGTVQKGMPHKCYHGKTGRVYNVTQHAVGIVVNKQVKGKILAKRINVRIEHIKHSKSRDSFLKRVKENDQKKKEAKEKGTWVQLKRQPAPPREAHFVRTNGKEPELLEPIPYEFMA. Result: 0 (no interaction). (4) The protein sequence of the target gene is MAGAAAESGRELWTFAGSRDPSAPRLAYGYGPGSLRELRAREFSRLAGTVYLDHAGATLFSQSQLESFTSDLMENTYGNPHSQNISSKLTHDTVEQVRYRILAHFHTTAEDYTVIFTAGSTAALKLVAEAFPWVSQGPESSGSRFCYLTDSHTSVVGMRNVTMAINVISTPVRPEDLWSAEERSASASNPDCQLPHLFCYPAQSNFSGVRYPLSWIEEVKSGRLHPVSTPGKWFVLLDAASYVSTSPLDLSAHQADFVPISFYKIFGFPTGLGALLVHNRAAPLLRKTYFGGGTASAYLA.... Result: 1 (interaction). The miRNA is hsa-miR-6854-3p with sequence UGCGUUUCUCCUCUUGAGCAG. (5) The miRNA is mmu-miR-3060-3p with sequence CCAUAGCACAGAAGCACUCCCA. The protein sequence of the target gene is MATGQDRVVALVDMDCFFVQVEQRQNPHLRNKPCAVVQYKSWKGGGIIAVSYEARAFGVTRSMWADDAKKLCPDLLLAQVRESRGKANLTKYREASVEVMEIMSRFAVIERASIDEAYVDLTSAVQERLQKLQGQPISADLLPSTYIEGLPQGPTTAEETVQKEGMRKQGLFQWLDSLQIDNLTSPDLQLTVGAVIVEEMRAAIERETGFQCSAGISHNKVLAKLACGLNKPNRQTLVSHGSVPQLFSQMPIRKIRSLGGKLGASVIEILGIEYMGELTQFTESQLQSHFGEKNGSWLYA.... Result: 0 (no interaction). (6) The miRNA is hsa-miR-512-3p with sequence AAGUGCUGUCAUAGCUGAGGUC. The protein sequence of the target gene is MSLKMDNRDVAGKANRWFGVAPPKSGKMNMNILHQEELIAQKKREIEAKMEQKAKQNQVASPQPPHPGEITNAHNSSCISNKFANDGSFLQQFLKLQKAQTSTDAPTSAPSAPPSTPTPSAGKRSLLISRRTGLGLASLPGPVKSYSHAKQLPVAHRPSVFQSPDEDEEEDYEQWLEIKVSPPEGAETRKVIEKLARFVAEGGPELEKVAMEDYKDNPAFAFLHDKNSREFLYYRKKVAEIRKEAQKSQAASQKVSPPEDEEVKNLAEKLARFIADGGPEVETIALQNNRENQAFSFLYE.... Result: 1 (interaction).